This data is from Acute oral toxicity (LD50) regression data from Zhu et al.. The task is: Regression/Classification. Given a drug SMILES string, predict its toxicity properties. Task type varies by dataset: regression for continuous values (e.g., LD50, hERG inhibition percentage) or binary classification for toxic/non-toxic outcomes (e.g., AMES mutagenicity, cardiotoxicity, hepatotoxicity). Dataset: ld50_zhu. (1) The rat oral LD50 is 2.86, given as -log10 of the dose in mol/kg body weight (higher means more acutely toxic). The drug is O=C1CCc2cc(C=CCCN3CCN(c4ccccc4)CC3)ccc2N1. (2) The molecule is CON(C)C(=O)C=C(C)OP(=O)(OC)OC. The rat oral LD50 is 5.10, given as -log10 of the dose in mol/kg body weight (higher means more acutely toxic).